The task is: Predict the reactants needed to synthesize the given product.. This data is from Full USPTO retrosynthesis dataset with 1.9M reactions from patents (1976-2016). (1) The reactants are: [NH2:1][CH2:2][CH2:3][C:4]1([CH:12]2[CH2:16][CH2:15][CH2:14][CH2:13]2)[O:9][C:8](=[O:10])[CH2:7][C:6](=[O:11])[CH2:5]1.[O:17]1[CH:21]=[CH:20][CH:19]=[C:18]1[CH2:22][CH2:23][C:24](O)=[O:25].CN(C(ON1N=NC2C=CC=NC1=2)=[N+](C)C)C.F[P-](F)(F)(F)(F)F. Given the product [CH:12]1([C:4]2([CH2:3][CH2:2][NH:1][C:24](=[O:25])[CH2:23][CH2:22][C:18]3[O:17][CH:21]=[CH:20][CH:19]=3)[CH2:5][C:6](=[O:11])[CH2:7][C:8](=[O:10])[O:9]2)[CH2:16][CH2:15][CH2:14][CH2:13]1, predict the reactants needed to synthesize it. (2) The reactants are: Br[C:2]1[CH:7]=[CH:6][CH:5]=[CH:4][C:3]=1[S:8]([NH:11]CC)(=[O:10])=[O:9].[CH3:14][NH:15][C:16]1[C:25]2[C:20](=[CH:21][C:22]([Sn](CCCC)(CCCC)CCCC)=[CH:23][CH:24]=2)[N:19]=[C:18]([NH2:39])[N:17]=1. Given the product [NH2:39][C:18]1[N:17]=[C:16]([NH:15][CH3:14])[C:25]2[C:20](=[CH:21][C:22]([C:2]3[CH:7]=[CH:6][CH:5]=[CH:4][C:3]=3[S:8]([NH2:11])(=[O:9])=[O:10])=[CH:23][CH:24]=2)[N:19]=1, predict the reactants needed to synthesize it. (3) Given the product [CH:1]1([C:4]2[N:8]([CH3:9])[C:7]3[CH:10]=[C:11]([N:14]4[CH:19]=[CH:18][C:17]([O:20][CH2:22][C:23]5[CH:28]=[CH:27][C:26]([CH3:29])=[CH:25][CH:24]=5)=[CH:16][C:15]4=[O:21])[CH:12]=[CH:13][C:6]=3[N:5]=2)[CH2:2][CH2:3]1, predict the reactants needed to synthesize it. The reactants are: [CH:1]1([C:4]2[N:8]([CH3:9])[C:7]3[CH:10]=[C:11]([N:14]4[CH:19]=[CH:18][C:17]([OH:20])=[CH:16][C:15]4=[O:21])[CH:12]=[CH:13][C:6]=3[N:5]=2)[CH2:3][CH2:2]1.[CH3:22][C:23]1[CH:28]=[CH:27][C:26]([CH2:29]O)=[CH:25][CH:24]=1.C(P(CCCC)CCCC)CCC.N(C(N1CCCCC1)=O)=NC(N1CCCCC1)=O. (4) Given the product [CH3:1][C:2]1[C:10]([N+:11]([O-:13])=[O:12])=[CH:9][CH:8]=[CH:7][C:3]=1[C:4]([N:14]1[CH2:19][CH2:18][O:17][CH2:16][CH2:15]1)=[O:6], predict the reactants needed to synthesize it. The reactants are: [CH3:1][C:2]1[C:10]([N+:11]([O-:13])=[O:12])=[CH:9][CH:8]=[CH:7][C:3]=1[C:4]([OH:6])=O.[NH:14]1[CH2:19][CH2:18][O:17][CH2:16][CH2:15]1.C1C=CC2N(O)N=NC=2C=1.C(N(C(C)C)C(C)C)C. (5) Given the product [NH2:2][CH:3]1[CH2:6][C:5]([C:7]([O:9][CH:10]([CH3:12])[CH3:11])=[O:8])([C:13]([O:15][CH:16]([CH3:18])[CH3:17])=[O:14])[CH2:4]1, predict the reactants needed to synthesize it. The reactants are: O[N:2]=[C:3]1[CH2:6][C:5]([C:13]([O:15][CH:16]([CH3:18])[CH3:17])=[O:14])([C:7]([O:9][CH:10]([CH3:12])[CH3:11])=[O:8])[CH2:4]1. (6) Given the product [N:20]1[CH:25]=[CH:24][CH:23]=[C:22]([C:26]2[CH:34]=[CH:33][CH:32]=[CH:31][C:27]=2[C:28]([N:3]2[CH2:4][C@@H:5]3[C@@H:1]([CH2:6]3)[C@H:2]2[CH2:7][NH:8][C:9]([C:11]2[CH:12]=[CH:13][CH:14]=[C:15]3[O:19][CH:18]=[CH:17][C:16]=23)=[O:10])=[O:29])[CH:21]=1, predict the reactants needed to synthesize it. The reactants are: [CH:1]12[CH2:6][CH:5]1[CH2:4][NH:3][CH:2]2[CH2:7][NH:8][C:9]([C:11]1[CH:12]=[CH:13][CH:14]=[C:15]2[O:19][CH:18]=[CH:17][C:16]=12)=[O:10].[N:20]1[CH:25]=[CH:24][CH:23]=[C:22]([C:26]2[CH:34]=[CH:33][CH:32]=[CH:31][C:27]=2[C:28](O)=[O:29])[CH:21]=1.